Dataset: Experimentally validated miRNA-target interactions with 360,000+ pairs, plus equal number of negative samples. Task: Binary Classification. Given a miRNA mature sequence and a target amino acid sequence, predict their likelihood of interaction. The miRNA is dme-miR-79-3p with sequence UAAAGCUAGAUUACCAAAGCAU. The protein sequence of the target gene is MPALATGSACDMGLYELLAALPAQLQPHVDSQEDLTFLWDVFGEKSLHSLVKIHEKLHCYEKQNPLPILHGAAALADDLTEELQNKLPNSEIRELLKLLSKPNVKALLSVHDTVAQKSYDPVLPPVPDDIDDEEDSVKIIRLVKNSEPLGATIKKDEQTGAITVARIMRGGAADRSGLIHVGDELREVNGIPVEDKRPEEIIKILSQSKGAITFKIIPSTKEETPSKEGKIFIKALFDYDPKEDKAIPCKEAGLSFRKGDILQIMSQDDVTWWQAKHEGDANPRAGLIPSKHFQERRLAL.... Result: 0 (no interaction).